Task: Predict the reaction yield, written as a fraction of the theoretical maximum amount of product (1.0 means a 100% yield; for example, 0.34 means a 34% yield).. Dataset: Reaction yield outcomes from USPTO patents with 853,638 reactions (1) No catalyst specified. The product is [CH3:13][CH:14]([O:17][C:2]1[NH:3][C:4](=[O:12])[C:5]2[CH:11]=[CH:10][N:9]=[CH:8][C:6]=2[N:7]=1)[CH2:15][CH3:16]. The yield is 0.830. The reactants are Cl[C:2]1[N:3]=[C:4]([OH:12])[C:5]2[CH:11]=[CH:10][N:9]=[CH:8][C:6]=2[N:7]=1.[CH3:13][CH:14]([OH:17])[CH2:15][CH3:16]. (2) The reactants are [Cl:1][C:2]1[CH:3]=[N:4][N:5]([CH2:15][CH3:16])[C:6]=1[C:7]1[CH:8]=[C:9]([C:12]([OH:14])=O)[S:10][CH:11]=1.[NH2:17][C@@H:18]([CH2:31][C:32]1[CH:37]=[CH:36][CH:35]=[CH:34][C:33]=1[C:38]([F:41])([F:40])[F:39])[CH2:19][N:20]1[C:28](=[O:29])[C:27]2[C:22](=[CH:23][CH:24]=[CH:25][CH:26]=2)[C:21]1=[O:30].CCN(C(C)C)C(C)C.C1CN([P+](Br)(N2CCCC2)N2CCCC2)CC1.F[P-](F)(F)(F)(F)F. The catalyst is C(Cl)Cl. The product is [Cl:1][C:2]1[CH:3]=[N:4][N:5]([CH2:15][CH3:16])[C:6]=1[C:7]1[CH:8]=[C:9]([C:12]([NH:17][C@@H:18]([CH2:31][C:32]2[CH:37]=[CH:36][CH:35]=[CH:34][C:33]=2[C:38]([F:41])([F:39])[F:40])[CH2:19][N:20]2[C:28](=[O:29])[C:27]3[C:22](=[CH:23][CH:24]=[CH:25][CH:26]=3)[C:21]2=[O:30])=[O:14])[S:10][CH:11]=1. The yield is 0.910. (3) The product is [CH3:8][C:7]1[O:6][N:5]=[C:4]([C:9]2[CH:14]=[CH:13][C:12]([C:15]([F:18])([F:17])[F:16])=[CH:11][CH:10]=2)[C:3]=1[CH2:2][CH2:20][C:21]([OH:23])=[O:22]. The reactants are Cl[CH2:2][C:3]1[C:4]([C:9]2[CH:14]=[CH:13][C:12]([C:15]([F:18])([F:17])[F:16])=[CH:11][CH:10]=2)=[N:5][O:6][C:7]=1[CH3:8].C(OCC)(=O)[CH2:20][C:21]([O:23]CC)=[O:22].[H-].[Na+].Cl. The yield is 0.840. The catalyst is O1CCCC1. (4) The reactants are [Br:1][C:2]1[CH:3]=[N:4][CH:5]=[C:6]([CH:10]=1)[C:7]([OH:9])=[O:8].C([N-]C(C)C)(C)C.[Li+].[Br:19]C(Cl)(Cl)C(Cl)(Cl)Br.O. The catalyst is C1COCC1. The product is [Br:19][C:10]1[C:6]([C:7]([OH:9])=[O:8])=[CH:5][N:4]=[CH:3][C:2]=1[Br:1]. The yield is 0.570. (5) The reactants are [Cl:1][C:2]1[C:7](I)=[C:6]([NH2:9])[CH:5]=[CH:4][N:3]=1.[C:10]1([SH:16])[CH:15]=[CH:14][CH:13]=[CH:12][CH:11]=1.C(O)CO.C(=O)([O-])[O-].[K+].[K+]. The catalyst is [Cu]I.CC(O)C. The product is [Cl:1][C:2]1[C:7]([S:16][C:10]2[CH:15]=[CH:14][CH:13]=[CH:12][CH:11]=2)=[C:6]([NH2:9])[CH:5]=[CH:4][N:3]=1. The yield is 0.720. (6) The reactants are C([O:4][CH:5]1[S:22][C@H:21]([CH2:23][O:24][C:25](=[O:27])[CH3:26])[C@@H:16]([O:17][C:18](=[O:20])[CH3:19])[C@H:11]([O:12][C:13](=[O:15])[CH3:14])[C@H:6]1[O:7][C:8](=[O:10])[CH3:9])(=O)C.CNN.C(O)(=O)C.Cl. The catalyst is CN(C)C=O. The product is [C:8]([O:7][C@@H:6]1[C@@H:11]([O:12][C:13](=[O:15])[CH3:14])[C@H:16]([O:17][C:18](=[O:20])[CH3:19])[C@@H:21]([CH2:23][O:24][C:25](=[O:27])[CH3:26])[S:22][CH:5]1[OH:4])(=[O:10])[CH3:9]. The yield is 0.880. (7) The reactants are [I-].[Sm+2].[I-].[C:4]([O:8][C:9]([N:11]1[C:20]2[C:15](=[CH:16][CH:17]=[C:18]([CH2:21][CH2:22][O:23][C:24]3[CH:25]=[C:26]4[C:30](=[CH:31][CH:32]=3)[N:29]([C:33]([C:40]3[CH:45]=[CH:44][CH:43]=[C:42]([O:46][CH2:47][C:48]5[CH:53]=[CH:52][CH:51]=[CH:50][CH:49]=5)[CH:41]=3)=[CH:34][C:35]([O:37][CH2:38][CH3:39])=[O:36])[CH:28]=[CH:27]4)[N:19]=2)[CH2:14][CH2:13][CH2:12]1)=[O:10])([CH3:7])([CH3:6])[CH3:5].CN(C)P(N(C)C)(N(C)C)=O.CO.[Cl-].[NH4+]. The catalyst is C(O)C. The product is [C:4]([O:8][C:9]([N:11]1[C:20]2[C:15](=[CH:16][CH:17]=[C:18]([CH2:21][CH2:22][O:23][C:24]3[CH:25]=[C:26]4[C:30](=[CH:31][CH:32]=3)[N:29]([CH:33]([C:40]3[CH:45]=[CH:44][CH:43]=[C:42]([O:46][CH2:47][C:48]5[CH:53]=[CH:52][CH:51]=[CH:50][CH:49]=5)[CH:41]=3)[CH2:34][C:35]([O:37][CH2:38][CH3:39])=[O:36])[CH:28]=[CH:27]4)[N:19]=2)[CH2:14][CH2:13][CH2:12]1)=[O:10])([CH3:5])([CH3:6])[CH3:7]. The yield is 0.500.